Dataset: Forward reaction prediction with 1.9M reactions from USPTO patents (1976-2016). Task: Predict the product of the given reaction. (1) Given the reactants [CH3:1][C:2]1[CH:3]=[C:4]2[C:9](=[C:10]([N:17]3[CH2:23][CH2:22][CH2:21][N:20]([CH2:24][C:25]4[CH:29]=[CH:28][N:27]([C:30]5[CH:35]=[CH:34][CH:33]=[CH:32][CH:31]=5)[N:26]=4)[CH2:19][CH2:18]3)[C:11]=1[O:12][CH2:13][C:14](O)=[O:15])[N:8]=[CH:7][CH:6]=[CH:5]2.Cl.[CH3:37][O:38][C:39]([CH:41]1[CH2:44][NH:43][CH2:42]1)=[O:40].CN(C(ON1N=NC2C=CC=NC1=2)=[N+](C)C)C.F[P-](F)(F)(F)(F)F.CCN(C(C)C)C(C)C, predict the reaction product. The product is: [CH3:37][O:38][C:39]([CH:41]1[CH2:44][N:43]([C:14](=[O:15])[CH2:13][O:12][C:11]2[C:10]([N:17]3[CH2:23][CH2:22][CH2:21][N:20]([CH2:24][C:25]4[CH:29]=[CH:28][N:27]([C:30]5[CH:31]=[CH:32][CH:33]=[CH:34][CH:35]=5)[N:26]=4)[CH2:19][CH2:18]3)=[C:9]3[C:4]([CH:5]=[CH:6][CH:7]=[N:8]3)=[CH:3][C:2]=2[CH3:1])[CH2:42]1)=[O:40]. (2) Given the reactants [Cl:1][C:2]1[CH:14]=[C:13]([Cl:15])[C:12]([S:16][C:17]2[N:21]([CH3:22])[N:20]=[C:19]([CH3:23])[C:18]=2[CH:24]=[O:25])=[CH:11][C:3]=1[O:4][C@@H:5]([CH3:10])[C:6]([O:8][CH3:9])=[O:7].CC(=CC)C.P([O-])(O)(O)=[O:32].[Na+].Cl([O-])=O.[Na+].S(=O)(O)[O-].[Na+], predict the reaction product. The product is: [Cl:15][C:13]1[CH:14]=[C:2]([Cl:1])[C:3]([O:4][C@@H:5]([CH3:10])[C:6]([O:8][CH3:9])=[O:7])=[CH:11][C:12]=1[S:16][C:17]1[N:21]([CH3:22])[N:20]=[C:19]([CH3:23])[C:18]=1[C:24]([OH:32])=[O:25]. (3) Given the reactants [CH3:1][CH:2]([CH3:21])[CH2:3][C@@H:4]([CH2:9]C(=O)N[C@H](C1C=CC=CC=1)C)[CH2:5][C:6]([OH:8])=[O:7].C([N:24](CC)CC)C.ClC(OC)=O.[N-]=[N+]=[N-].[Na+].Cl.C1(O)C=CC=CC=1.[Cl-].[Na+].[OH-].[Na+], predict the reaction product. The product is: [CH3:1][CH:2]([CH2:3][C@H:4]([CH2:9][NH2:24])[CH2:5][C:6]([OH:8])=[O:7])[CH3:21]. (4) The product is: [CH3:14][C:13](=[CH2:12])[CH2:15][O:8][C:6]1[CH:7]=[C:2]([Br:1])[CH:3]=[CH:4][C:5]=1[O:9][CH3:10]. Given the reactants [Br:1][C:2]1[CH:3]=[CH:4][C:5]([O:9][CH3:10])=[C:6]([OH:8])[CH:7]=1.Cl[CH2:12][C:13]([CH3:15])=[CH2:14].C(=O)([O-])[O-].[K+].[K+].CN(C=O)C, predict the reaction product. (5) Given the reactants C[O:2][C:3]1[CH:12]=[C:11]2[C:6]([C@H:7]([C:20]3[CH:25]=[CH:24][C:23]([O:26][CH2:27][CH2:28][N:29]4[CH2:34][CH2:33][CH2:32][CH2:31][CH2:30]4)=[CH:22][CH:21]=3)[C@H:8]([C:13]3[CH:18]=[CH:17][C:16]([CH3:19])=[CH:15][CH:14]=3)[CH2:9][O:10]2)=[CH:5][CH:4]=1.Cl.N1C=CC=CC=1, predict the reaction product. The product is: [OH:2][C:3]1[CH:12]=[C:11]2[C:6]([C@H:7]([C:20]3[CH:25]=[CH:24][C:23]([O:26][CH2:27][CH2:28][N:29]4[CH2:34][CH2:33][CH2:32][CH2:31][CH2:30]4)=[CH:22][CH:21]=3)[C@H:8]([C:13]3[CH:14]=[CH:15][C:16]([CH3:19])=[CH:17][CH:18]=3)[CH2:9][O:10]2)=[CH:5][CH:4]=1. (6) Given the reactants [NH2:1][C:2]1[CH:7]=[N:6][CH:5]=[CH:4][N:3]=1.[N+:8]([C:10]1[CH:19]=[CH:18][C:13]2[O:14][CH2:15][CH2:16][O:17][C:12]=2[CH:11]=1)#[C-:9].[F:20][C:21]1[C:26]([CH:27]=O)=[CH:25][CH:24]=[CH:23][N:22]=1.[Cl-].[In+3].[Cl-].[Cl-], predict the reaction product. The product is: [O:14]1[CH2:15][CH2:16][O:17][C:12]2[CH:11]=[C:10]([NH:8][C:9]3[N:3]4[CH:4]=[CH:5][N:6]=[CH:7][C:2]4=[N:1][C:27]=3[C:26]3[C:21]([F:20])=[N:22][CH:23]=[CH:24][CH:25]=3)[CH:19]=[CH:18][C:13]1=2. (7) Given the reactants [I:1][C:2]1[CH:3]=[C:4]2[C:8](=[CH:9][CH:10]=1)[NH:7][CH:6]=[CH:5]2.CC(O)=O, predict the reaction product. The product is: [I:1][C:2]1[CH:3]=[C:4]2[C:8](=[CH:9][CH:10]=1)[NH:7][CH2:6][CH2:5]2.